This data is from Full USPTO retrosynthesis dataset with 1.9M reactions from patents (1976-2016). The task is: Predict the reactants needed to synthesize the given product. (1) Given the product [OH:1][N:2]1[C:7]([CH3:9])([CH3:8])[CH2:6][CH:5]([O:10][CH2:11][CH:12]([OH:14])[CH2:13][N:17]([CH2:21][CH2:22][OH:23])[CH2:18][CH2:19][OH:20])[CH2:4][C:3]1([CH3:16])[CH3:15], predict the reactants needed to synthesize it. The reactants are: [OH:1][N:2]1[C:7]([CH3:9])([CH3:8])[CH2:6][CH:5]([O:10][CH2:11][CH:12]2[O:14][CH2:13]2)[CH2:4][C:3]1([CH3:16])[CH3:15].[NH:17]([CH2:21][CH2:22][OH:23])[CH2:18][CH2:19][OH:20]. (2) Given the product [CH3:43][C:25]1[NH:24][C:23](/[CH:21]=[C:14]2\[C:15](=[O:20])[NH:16][C:17]3[C:13]\2=[CH:12][C:11]([S:8]([CH2:7][C:1]2[CH:2]=[CH:3][CH:4]=[CH:5][CH:6]=2)(=[O:10])=[O:9])=[CH:19][CH:18]=3)=[C:27]([CH2:28][CH2:29][C:30]([OH:32])=[O:31])[C:26]=1[S:33]([C:36]1[CH:41]=[CH:40][C:39]([CH3:42])=[CH:38][CH:37]=1)(=[O:35])=[O:34], predict the reactants needed to synthesize it. The reactants are: [C:1]1([CH2:7][S:8]([C:11]2[CH:12]=[C:13]3[C:17](=[CH:18][CH:19]=2)[NH:16][C:15](=[O:20])[CH2:14]3)(=[O:10])=[O:9])[CH:6]=[CH:5][CH:4]=[CH:3][CH:2]=1.[CH:21]([C:23]1[NH:24][C:25]([CH3:43])=[C:26]([S:33]([C:36]2[CH:41]=[CH:40][C:39]([CH3:42])=[CH:38][CH:37]=2)(=[O:35])=[O:34])[C:27]=1[CH2:28][CH2:29][C:30]([OH:32])=[O:31])=O.N1CCCCC1. (3) Given the product [CH3:25][N:23]([CH3:24])[C:22]([C:12]1[N:11]([C:27]2[CH:28]=[CH:29][C:30]([O:33][CH2:34][CH2:35][CH2:36][S:37]([CH3:40])(=[O:39])=[O:38])=[CH:31][CH:32]=2)[C:10]([C:41]([O:43][CH2:44][CH3:45])=[O:42])=[C:9]([OH:8])[C:13]=1[OH:14])=[O:26], predict the reactants needed to synthesize it. The reactants are: C([O:8][C:9]1[C:13]([O:14]CC2C=CC=CC=2)=[C:12]([C:22](=[O:26])[N:23]([CH3:25])[CH3:24])[N:11]([C:27]2[CH:32]=[CH:31][C:30]([O:33][CH2:34][CH2:35][CH2:36][S:37]([CH3:40])(=[O:39])=[O:38])=[CH:29][CH:28]=2)[C:10]=1[C:41]([O:43][CH2:44][CH3:45])=[O:42])C1C=CC=CC=1. (4) Given the product [NH2:4][C:5]1[C:14]([N+:15]([O-:17])=[O:16])=[CH:13][CH:12]=[C:11]([O:2][CH3:1])[C:6]=1[C:7]([O:9][CH3:10])=[O:8], predict the reactants needed to synthesize it. The reactants are: [CH3:1][O-:2].[Na+].[NH2:4][C:5]1[C:14]([N+:15]([O-:17])=[O:16])=[CH:13][CH:12]=[C:11](F)[C:6]=1[C:7]([O:9][CH3:10])=[O:8]. (5) Given the product [CH3:10][C:9]1([CH3:12])[C:48]2[C:53](=[CH:52][C:51]([C:58]#[C:59][C:60]3[CH:70]=[CH:69][C:63]([C:64]([O:66][CH2:67][CH3:68])=[O:65])=[CH:62][CH:61]=3)=[CH:50][CH:49]=2)[C:54]([C:55]2[CH:3]=[CH:4][C:5]([CH3:8])=[CH:6][CH:56]=2)=[CH:11]1, predict the reactants needed to synthesize it. The reactants are: BrC1C=[CH:6][C:5]([CH3:8])=[CH:4][CH:3]=1.[C:9]([Li])([CH3:12])([CH3:11])[CH3:10].CC1(C)C2C(=CC(C#CC3C=CC(C(OCC)=O)=CC=3)=CC=2)C(OS(C(F)(F)F)(=O)=O)=C1.CC1(C)[CH2:56][CH2:55][C:54](=O)[C:53]2[CH:52]=[C:51](/[CH:58]=[CH:59]/[C:60]3[CH:70]=[CH:69][C:63]([C:64]([O:66][CH2:67][CH3:68])=[O:65])=[CH:62][CH:61]=3)[CH:50]=[CH:49][C:48]1=2. (6) The reactants are: [Cl:1][C:2]1[CH:7]=[CH:6][C:5]([C:8]2[C:12]([CH2:13][O:14][C:15]3[CH:23]=[CH:22][C:18]([C:19]([OH:21])=O)=[CH:17][N:16]=3)=[CH:11][O:10][N:9]=2)=[CH:4][CH:3]=1.[CH3:24][CH:25]([NH2:30])[C:26]([F:29])([F:28])[F:27]. Given the product [Cl:1][C:2]1[CH:3]=[CH:4][C:5]([C:8]2[C:12]([CH2:13][O:14][C:15]3[CH:23]=[CH:22][C:18]([C:19]([NH:30][C@@H:25]([CH3:24])[C:26]([F:29])([F:28])[F:27])=[O:21])=[CH:17][N:16]=3)=[CH:11][O:10][N:9]=2)=[CH:6][CH:7]=1, predict the reactants needed to synthesize it. (7) The reactants are: [CH2:1]([O:3][C:4]1[C:8]([CH2:9][CH2:10][CH2:11][OH:12])=[CH:7][N:6]([C:13]2[CH:18]=[C:17]([C:19]([F:22])([F:21])[F:20])[CH:16]=[CH:15][N:14]=2)[N:5]=1)[CH3:2].[CH2:23]([O:25][C:26]1[CH:27]=[C:28]([CH2:33][CH2:34][C:35]([O:37]CC)=[O:36])[CH:29]=[CH:30][C:31]=1O)C.C(P(CCCC)CCCC)CCC.N(C(N1CCCCC1)=O)=NC(N1CCCCC1)=O. Given the product [CH2:1]([O:3][C:4]1[C:8]([CH2:9][CH2:10][CH2:11][O:12][C:31]2[CH:30]=[CH:29][C:28]([CH2:33][CH2:34][C:35]([OH:37])=[O:36])=[CH:27][C:26]=2[O:25][CH3:23])=[CH:7][N:6]([C:13]2[CH:18]=[C:17]([C:19]([F:21])([F:20])[F:22])[CH:16]=[CH:15][N:14]=2)[N:5]=1)[CH3:2], predict the reactants needed to synthesize it. (8) Given the product [Br:2][C:3]1[CH:11]=[C:7]([C:8]([NH2:1])=[O:9])[CH:6]=[N:5][CH:4]=1, predict the reactants needed to synthesize it. The reactants are: [NH3:1].[Br:2][C:3]1[CH:4]=[N:5][CH:6]=[C:7]([CH:11]=1)[C:8](Cl)=[O:9].